From a dataset of CYP2C19 inhibition data for predicting drug metabolism from PubChem BioAssay. Regression/Classification. Given a drug SMILES string, predict its absorption, distribution, metabolism, or excretion properties. Task type varies by dataset: regression for continuous measurements (e.g., permeability, clearance, half-life) or binary classification for categorical outcomes (e.g., BBB penetration, CYP inhibition). Dataset: cyp2c19_veith. The molecule is COc1ccc(C(=O)NCCCN2CCOCC2)cc1OC. The result is 0 (non-inhibitor).